This data is from Full USPTO retrosynthesis dataset with 1.9M reactions from patents (1976-2016). The task is: Predict the reactants needed to synthesize the given product. (1) Given the product [F:1][C:2]1[CH:3]=[C:4]2[C:6]([C:12]([OH:11])=[C:13]([C:14]([O:16][CH2:17][CH3:18])=[O:15])[CH:19]=[N:5]2)=[CH:7][CH:8]=1, predict the reactants needed to synthesize it. The reactants are: [F:1][C:2]1[CH:3]=[C:4]([CH:6]=[CH:7][CH:8]=1)[NH2:5].C([O:11][CH2:12][CH:13]([C:19](OCC)=O)[C:14]([O:16][CH2:17][CH3:18])=[O:15])C. (2) Given the product [C:1]1([S:11]([C:14]2[C:22]3[C:17](=[CH:18][CH:19]=[C:20]([O:23][CH:24]4[CH2:29][CH2:28][N:27]([CH2:37][CH2:36][C:30]5[CH:35]=[CH:34][CH:33]=[CH:32][CH:31]=5)[CH2:26][CH2:25]4)[CH:21]=3)[NH:16][N:15]=2)(=[O:12])=[O:13])[C:10]2[C:5](=[CH:6][CH:7]=[CH:8][CH:9]=2)[CH:4]=[CH:3][CH:2]=1, predict the reactants needed to synthesize it. The reactants are: [C:1]1([S:11]([C:14]2[C:22]3[C:17](=[CH:18][CH:19]=[C:20]([O:23][CH:24]4[CH2:29][CH2:28][NH:27][CH2:26][CH2:25]4)[CH:21]=3)[NH:16][N:15]=2)(=[O:13])=[O:12])[C:10]2[C:5](=[CH:6][CH:7]=[CH:8][CH:9]=2)[CH:4]=[CH:3][CH:2]=1.[C:30]1([CH2:36][CH:37]=O)[CH:35]=[CH:34][CH:33]=[CH:32][CH:31]=1.C(O)(=O)C.C(O[BH-](OC(=O)C)OC(=O)C)(=O)C.[Na+]. (3) Given the product [C@@H:6]1([O:24][C:25]2[C:29]([CH2:30][C:31]3[CH:32]=[CH:33][C:34]([CH2:37][CH2:38][CH2:39][C:40](=[O:47])[NH:41][C@H:42]([C:44](=[O:45])[NH:73][CH:74]([CH2:77][OH:78])[CH2:75][OH:76])[CH3:43])=[CH:35][CH:36]=3)=[C:28]([CH:48]([CH3:50])[CH3:49])[NH:27][N:26]=2)[O:7][C@H:8]([CH2:19][OH:20])[C@@H:9]([OH:15])[C@H:10]([OH:11])[C@H:5]1[OH:4], predict the reactants needed to synthesize it. The reactants are: C([O:4][C@@H:5]1[C@@H:10]([O:11]C(=O)C)[C@H:9]([O:15]C(=O)C)[C@@H:8]([CH2:19][O:20]C(=O)C)[O:7][C@H:6]1[O:24][C:25]1[C:29]([CH2:30][C:31]2[CH:36]=[CH:35][C:34]([CH2:37][CH2:38][CH2:39][C:40](=[O:47])[NH:41][C@H:42]([C:44](O)=[O:45])[CH3:43])=[CH:33][CH:32]=2)=[C:28]([CH:48]([CH3:50])[CH3:49])[NH:27][N:26]=1)(=O)C.ON1C2C=CC=CC=2N=N1.Cl.C(N=C=NCCCN(C)C)C.[NH2:73][CH:74]([CH2:77][OH:78])[CH2:75][OH:76].[OH-].[Na+]. (4) Given the product [O:1]1[C:7]2[CH:8]=[CH:9][C:10]([CH2:12][NH:18][CH2:14][CH:15]([CH3:17])[CH3:16])=[CH:11][C:6]=2[O:5][CH2:4][CH2:3][CH2:2]1, predict the reactants needed to synthesize it. The reactants are: [O:1]1[C:7]2[CH:8]=[CH:9][C:10]([CH:12]=O)=[CH:11][C:6]=2[O:5][CH2:4][CH2:3][CH2:2]1.[CH2:14]([NH2:18])[CH:15]([CH3:17])[CH3:16].C(O)(=O)C.C(O[BH-](OC(=O)C)OC(=O)C)(=O)C.[Na+].